Predict the reaction yield, written as a fraction of the theoretical maximum amount of product (1.0 means a 100% yield; for example, 0.34 means a 34% yield). From a dataset of Reaction yield outcomes from USPTO patents with 853,638 reactions. (1) The product is [CH:13]1([N:7]2[C:8]3[C:4](=[CH:3][C:2]([F:1])=[CH:10][CH:9]=3)[C:5]([I:11])=[N:6]2)[CH2:17][CH2:16][CH2:15][CH2:14]1. The yield is 0.710. The reactants are [F:1][C:2]1[CH:3]=[C:4]2[C:8](=[CH:9][CH:10]=1)[NH:7][N:6]=[C:5]2[I:11].Br[CH:13]1[CH2:17][CH2:16][CH2:15][CH2:14]1. No catalyst specified. (2) The reactants are [CH3:1][C:2]1[N:6]([C:7]([C:20]2[CH:25]=[CH:24][CH:23]=[CH:22][CH:21]=2)([C:14]2[CH:19]=[CH:18][CH:17]=[CH:16][CH:15]=2)[C:8]2[CH:13]=[CH:12][CH:11]=[CH:10][CH:9]=2)[CH:5]=[N:4][C:3]=1[CH:26]=[O:27].Cl.[C:29]([O:32][CH2:33][CH3:34])(=[O:31])[CH3:30]. The catalyst is O1CCCC1. The product is [OH:27][CH:26]([C:3]1[N:4]=[CH:5][N:6]([C:7]([C:14]2[CH:15]=[CH:16][CH:17]=[CH:18][CH:19]=2)([C:8]2[CH:9]=[CH:10][CH:11]=[CH:12][CH:13]=2)[C:20]2[CH:25]=[CH:24][CH:23]=[CH:22][CH:21]=2)[C:2]=1[CH3:1])[CH2:30][C:29]([O:32][CH2:33][CH3:34])=[O:31]. The yield is 0.800. (3) The reactants are [Br:1][C:2]1[CH:3]=[C:4]([NH:9][C:10]([C:13]2[C:17]([NH:18][CH2:19][CH2:20][O:21][CH3:22])=[N:16][O:15][N:14]=2)=[N:11][OH:12])[CH:5]=[CH:6][C:7]=1[F:8].[C:23](N1C=CN=C1)(N1C=CN=C1)=[O:24]. The catalyst is C(OCC)(=O)C. The product is [Br:1][C:2]1[CH:3]=[C:4]([N:9]2[C:23](=[O:24])[O:12][N:11]=[C:10]2[C:13]2[C:17]([NH:18][CH2:19][CH2:20][O:21][CH3:22])=[N:16][O:15][N:14]=2)[CH:5]=[CH:6][C:7]=1[F:8]. The yield is 0.980. (4) The reactants are O1CCCCC1[O:7][NH:8][C:9]([C:11]1[CH:12]=[N:13][C:14]([N:17]2[CH2:22][CH:21]3[CH:19]([CH:20]3[N:23]([CH3:37])[S:24]([C:27]3[CH:36]=[CH:35][C:34]4[C:29](=[CH:30][CH:31]=[CH:32][CH:33]=4)[CH:28]=3)(=[O:26])=[O:25])[CH2:18]2)=[N:15][CH:16]=1)=[O:10].C(O)(C(F)(F)F)=O.C(Cl)Cl.CO. No catalyst specified. The product is [OH:7][NH:8][C:9]([C:11]1[CH:16]=[N:15][C:14]([N:17]2[CH2:22][CH:21]3[CH:19]([CH:20]3[N:23]([CH3:37])[S:24]([C:27]3[CH:36]=[CH:35][C:34]4[C:29](=[CH:30][CH:31]=[CH:32][CH:33]=4)[CH:28]=3)(=[O:26])=[O:25])[CH2:18]2)=[N:13][CH:12]=1)=[O:10]. The yield is 0.0300. (5) The reactants are [N:1]1[CH:6]=[CH:5][C:4]([C@H:7]([OH:9])[CH3:8])=[CH:3][CH:2]=1.[C:10](O)(=[O:12])[CH3:11]. The catalyst is CO.O=[Pt]=O. The product is [C:10]([O:9][C@@H:7]([CH:4]1[CH2:5][CH2:6][NH:1][CH2:2][CH2:3]1)[CH3:8])(=[O:12])[CH3:11]. The yield is 0.790. (6) The reactants are [CH3:1][C:2]1[CH:6]=[CH:5][NH:4][N:3]=1.[H-].[Na+].F[C:10]1[CH:11]=[N:12][CH:13]=[CH:14][CH:15]=1.O. The catalyst is CN(C)C=O. The product is [CH3:1][C:2]1[CH:6]=[CH:5][N:4]([C:10]2[CH:11]=[N:12][CH:13]=[CH:14][CH:15]=2)[N:3]=1.[CH3:1][C:2]1[N:3]([C:10]2[CH:11]=[N:12][CH:13]=[CH:14][CH:15]=2)[N:4]=[CH:5][CH:6]=1. The yield is 0.512. (7) The reactants are [Br:1][C:2]1[CH:8]=[CH:7][C:5]([NH2:6])=[CH:4][C:3]=1[C:9]([F:12])([F:11])[F:10].[ClH:13]. The catalyst is CCOCC. The product is [ClH:13].[Br:1][C:2]1[CH:8]=[CH:7][C:5]([NH2:6])=[CH:4][C:3]=1[C:9]([F:10])([F:11])[F:12]. The yield is 0.980.